This data is from Catalyst prediction with 721,799 reactions and 888 catalyst types from USPTO. The task is: Predict which catalyst facilitates the given reaction. (1) Reactant: Cl.Cl.Cl.[NH2:4][C@H:5]([C:10]1[N:11]=[C:12]([NH:15][C:16]2[CH:21]=[CH:20][C:19]([N:22]3[CH:26]=[C:25]([CH3:27])[N:24]=[CH:23]3)=[C:18]([O:28][CH3:29])[CH:17]=2)[S:13][CH:14]=1)[CH2:6][CH:7]([CH3:9])[CH3:8].[F:30][C:31]1[CH:36]=[CH:35][C:34]([CH2:37][C:38](O)=[O:39])=[CH:33][CH:32]=1.CN(C=O)C.CN(C(ON1N=NC2C=CC=CC1=2)=[N+](C)C)C.F[P-](F)(F)(F)(F)F. Product: [F:30][C:31]1[CH:36]=[CH:35][C:34]([CH2:37][C:38]([NH:4][C@H:5]([C:10]2[N:11]=[C:12]([NH:15][C:16]3[CH:21]=[CH:20][C:19]([N:22]4[CH:26]=[C:25]([CH3:27])[N:24]=[CH:23]4)=[C:18]([O:28][CH3:29])[CH:17]=3)[S:13][CH:14]=2)[CH2:6][CH:7]([CH3:8])[CH3:9])=[O:39])=[CH:33][CH:32]=1. The catalyst class is: 74. (2) Product: [CH3:28][S:29][C:30]1[N:31]=[N:32][C:33]([C:44]([NH2:46])=[O:45])=[C:34]([NH:36][C:37]2[CH:38]=[C:39]([CH3:43])[CH:40]=[CH:41][CH:42]=2)[N:35]=1.[NH2:77][C@H:71]1[C:70]([F:78])([F:69])[CH2:75][CH2:74][CH2:73][C@H:72]1[NH:76][C:30]1[N:31]=[N:32][C:33]([C:44]([NH2:46])=[O:45])=[C:34]([NH:36][C:37]2[CH:38]=[C:39]([CH3:43])[CH:40]=[CH:41][CH:42]=2)[N:35]=1. The catalyst class is: 179. Reactant: CSC1N=NC(C(N)=O)=C(NC2C=CC(C)=CC=2)N=1.NC1C=CC=C(C)C=1.[CH3:28][S:29][C:30]1[N:31]=[N:32][C:33]([C:44]([NH2:46])=[O:45])=[C:34]([NH:36][C:37]2[CH:38]=[C:39]([CH3:43])[CH:40]=[CH:41][CH:42]=2)[N:35]=1.C1C=C(Cl)C=C(C(OO)=O)C=1.CCN(C(C)C)C(C)C.Cl.Cl.[F:69][C:70]1([F:78])[CH2:75][CH2:74][CH2:73][C@@H:72]([NH2:76])[C@H:71]1[NH2:77].C(O)(C(F)(F)F)=O. (3) Reactant: [CH2:1]([O:7][C:8]1[CH:13]=[CH:12][C:11]([CH2:14][CH2:15][C:16]([NH:18][NH:19][C:20](=O)[C:21]2[CH:26]=[CH:25][C:24]([C:27]([O:29][CH3:30])=[O:28])=[CH:23][CH:22]=2)=O)=[CH:10][CH:9]=1)[CH2:2][CH2:3][CH2:4][CH2:5][CH3:6].P12(SP3(SP(SP(S3)(S1)=S)(=S)S2)=S)=[S:33].O. Product: [CH2:1]([O:7][C:8]1[CH:13]=[CH:12][C:11]([CH2:14][CH2:15][C:16]2[S:33][C:20]([C:21]3[CH:26]=[CH:25][C:24]([C:27]([O:29][CH3:30])=[O:28])=[CH:23][CH:22]=3)=[N:19][N:18]=2)=[CH:10][CH:9]=1)[CH2:2][CH2:3][CH2:4][CH2:5][CH3:6]. The catalyst class is: 7. (4) Product: [F:1][CH:2]([CH2:8][C:9]1[CH:10]=[CH:11][C:12]([O:15][CH2:16][C:17]2[CH:22]=[CH:21][C:20]([CH2:23][N:24]([CH2:36][CH2:37][C:38]3[CH:39]=[CH:40][CH:41]=[CH:42][CH:43]=3)[C:25]3[S:26][CH:27]=[C:28]([C:30]4[CH:31]=[CH:32][CH:33]=[CH:34][CH:35]=4)[N:29]=3)=[CH:19][CH:18]=2)=[CH:13][CH:14]=1)[C:3]([OH:5])=[O:4]. The catalyst class is: 72. Reactant: [F:1][CH:2]([CH2:8][C:9]1[CH:14]=[CH:13][C:12]([O:15][CH2:16][C:17]2[CH:22]=[CH:21][C:20]([CH2:23][N:24]([CH2:36][CH2:37][C:38]3[CH:43]=[CH:42][CH:41]=[CH:40][CH:39]=3)[C:25]3[S:26][CH:27]=[C:28]([C:30]4[CH:35]=[CH:34][CH:33]=[CH:32][CH:31]=4)[N:29]=3)=[CH:19][CH:18]=2)=[CH:11][CH:10]=1)[C:3]([O:5]CC)=[O:4].O1CCCC1.O.[OH-].[Li+].Cl. (5) Reactant: [Cl:1][C:2]1[C:10]2[N:9]=[C:8]3[N:11]([C:15]4[C:16]([CH3:23])=[N:17][C:18]([O:21][CH3:22])=[CH:19][CH:20]=4)[CH2:12][CH2:13][CH2:14][N:7]3[C:6]=2[C:5]([CH:24]([CH:26]2[CH2:28][CH2:27]2)[OH:25])=[CH:4][CH:3]=1.CC(OI1(OC(C)=O)(OC(C)=O)OC(=O)C2C=CC=CC1=2)=O. Product: [Cl:1][C:2]1[C:10]2[N:9]=[C:8]3[N:11]([C:15]4[C:16]([CH3:23])=[N:17][C:18]([O:21][CH3:22])=[CH:19][CH:20]=4)[CH2:12][CH2:13][CH2:14][N:7]3[C:6]=2[C:5]([C:24]([CH:26]2[CH2:28][CH2:27]2)=[O:25])=[CH:4][CH:3]=1. The catalyst class is: 16.